Dataset: Reaction yield outcomes from USPTO patents with 853,638 reactions. Task: Predict the reaction yield, written as a fraction of the theoretical maximum amount of product (1.0 means a 100% yield; for example, 0.34 means a 34% yield). (1) The reactants are [CH2:1]([O:8][N:9]([C@H:22]1[CH2:27][N:26]([C:28]([O:30][C:31]([CH3:34])([CH3:33])[CH3:32])=[O:29])[C@H:25]([C:35](=O)[NH2:36])[CH2:24][CH2:23]1)[S:10]([C:13]1[CH:18]=[CH:17][CH:16]=[CH:15][C:14]=1[N+:19]([O-:21])=[O:20])(=[O:12])=[O:11])[C:2]1[CH:7]=[CH:6][CH:5]=[CH:4][CH:3]=1.COC1C=CC(P2(SP(C3C=CC(OC)=CC=3)(=S)S2)=[S:47])=CC=1. The catalyst is C1COCC1. The product is [CH2:1]([O:8][N:9]([C@H:22]1[CH2:27][N:26]([C:28]([O:30][C:31]([CH3:34])([CH3:33])[CH3:32])=[O:29])[C@H:25]([C:35](=[S:47])[NH2:36])[CH2:24][CH2:23]1)[S:10]([C:13]1[CH:18]=[CH:17][CH:16]=[CH:15][C:14]=1[N+:19]([O-:21])=[O:20])(=[O:12])=[O:11])[C:2]1[CH:7]=[CH:6][CH:5]=[CH:4][CH:3]=1. The yield is 0.750. (2) The reactants are [CH:1]1([C:4]([N:6]2[CH2:11][CH2:10][C:9]([CH2:13][N:14]3[C:19](=[O:20])[C:18]4[S:21][N:22]=[C:23]([C:24]5[CH:29]=[CH:28][CH:27]=[C:26]([O:30]C)[CH:25]=5)[C:17]=4[N:16]=[CH:15]3)([OH:12])[CH2:8][CH2:7]2)=[O:5])[CH2:3][CH2:2]1.B(Br)(Br)Br. The catalyst is ClCCl. The product is [CH:1]1([C:4]([N:6]2[CH2:7][CH2:8][C:9]([CH2:13][N:14]3[C:19](=[O:20])[C:18]4[S:21][N:22]=[C:23]([C:24]5[CH:29]=[CH:28][CH:27]=[C:26]([OH:30])[CH:25]=5)[C:17]=4[N:16]=[CH:15]3)([OH:12])[CH2:10][CH2:11]2)=[O:5])[CH2:3][CH2:2]1. The yield is 0.660. (3) The reactants are [CH2:1]([O:3][C:4]1[CH:11]=[CH:10][C:7]([CH:8]=O)=[CH:6][CH:5]=1)[CH3:2].[C:12]12([NH2:22])[CH2:21][CH:16]3[CH2:17][CH:18]([CH2:20][CH:14]([CH2:15]3)[CH2:13]1)[CH2:19]2. No catalyst specified. The product is [C:12]12([NH:22][CH2:8][C:7]3[CH:10]=[CH:11][C:4]([O:3][CH2:1][CH3:2])=[CH:5][CH:6]=3)[CH2:19][CH:18]3[CH2:17][CH:16]([CH2:15][CH:14]([CH2:20]3)[CH2:13]1)[CH2:21]2. The yield is 0.700.